From a dataset of Forward reaction prediction with 1.9M reactions from USPTO patents (1976-2016). Predict the product of the given reaction. (1) Given the reactants [CH3:1][C:2]1[CH:7]=[CH:6][CH:5]=[CH:4][C:3]=1[C:8]1[C:9]([C:17]#[N:18])=[CH:10][CH:11]=[C:12]([CH:14]2[CH2:16][O:15]2)[CH:13]=1.[NH:19]1[CH:23]=[CH:22][N:21]=[CH:20]1.N1C=CC=CC=1, predict the reaction product. The product is: [OH:15][CH:14]([C:12]1[CH:13]=[C:8]([C:3]2[CH:4]=[CH:5][CH:6]=[CH:7][C:2]=2[CH3:1])[C:9]([C:17]#[N:18])=[CH:10][CH:11]=1)[CH2:16][N:19]1[CH:23]=[CH:22][N:21]=[CH:20]1. (2) Given the reactants [CH3:1][CH:2]([CH3:49])[CH:3]([NH:44][C:45](=[O:48])[O:46][CH3:47])[C:4]([N:6]1[C@H:10]([C:11]2[NH:15][C:14]3[CH:16]=[CH:17][CH:18]=[C:19]([C:20]4[CH:25]=[CH:24][C:23]([C:26]5[CH:31]=[CH:30][C:29]([C:32]6[NH:36][C:35]([C@@H:37]7[CH2:41][CH2:40][C@H:39]([CH3:42])[NH:38]7)=[N:34][CH:33]=6)=[CH:28][CH:27]=5)=[CH:22][CH:21]=4)[C:13]=3[N:12]=2)[CH2:9][CH2:8][C@@H:7]1[CH3:43])=[O:5].[CH3:50][O:51][C:52]([NH:54][C@@H:55]([CH:59]([CH3:61])[CH3:60])[C:56](O)=[O:57])=[O:53].N1C(C)=CC(C)=CC=1C.CN(C(ON1N=NC2C=CC=NC1=2)=[N+](C)C)C.F[P-](F)(F)(F)(F)F, predict the reaction product. The product is: [CH3:47][O:46][C:45]([NH:44][CH:3]([CH:2]([CH3:49])[CH3:1])[C:4]([N:6]1[C@@H:7]([CH3:43])[CH2:8][CH2:9][C@H:10]1[C:11]1[NH:12][C:16]2[CH:17]=[CH:18][C:19]([C:20]3[CH:25]=[CH:24][C:23]([C:26]4[CH:31]=[CH:30][C:29]([C:32]5[N:36]=[C:35]([C@@H:37]6[CH2:41][CH2:40][C@H:39]([CH3:42])[N:38]6[C:56]([C@@H:55]([NH:54][C:52](=[O:53])[O:51][CH3:50])[CH:59]([CH3:61])[CH3:60])=[O:57])[NH:34][CH:33]=5)=[CH:28][CH:27]=4)=[CH:22][CH:21]=3)=[CH:13][C:14]=2[N:15]=1)=[O:5])=[O:48]. (3) Given the reactants C([O:4][C@@H:5]1[C@@H:18]([O:19]C(=O)C)[C@H:17]([O:23]C(=O)C)[CH2:16][S:15][C@H:6]1[O:7][C:8]1[CH:9]=[N:10][CH:11]=[C:12](Br)[CH:13]=1)(=O)C.[CH3:27][O:28][C:29]1[CH:34]=[CH:33][N:32]=[CH:31][C:30]=1B(O)O, predict the reaction product. The product is: [O:7]([C:8]1[CH:9]=[N:10][CH:11]=[C:12]([C:30]2[CH:31]=[N:32][CH:33]=[CH:34][C:29]=2[O:28][CH3:27])[CH:13]=1)[C@@H:6]1[S:15][CH2:16][C@@H:17]([OH:23])[C@H:18]([OH:19])[C@H:5]1[OH:4]. (4) Given the reactants [C:1]([O-:4])(=[O:3])[CH3:2].[Na+].Br[CH2:7][C:8]1[CH:21]=[CH:20][C:19]2[C:18](=[O:22])[C:17]3[C:12](=[CH:13][CH:14]=[CH:15][CH:16]=3)[C:11](=[O:23])[C:10]=2[CH:9]=1, predict the reaction product. The product is: [CH3:7][CH2:2][C:1]([O-:4])=[O:3].[CH:13]1[C:12]2[C:11](=[O:23])[C:10]3[C:19](=[CH:20][CH:21]=[CH:8][CH:9]=3)[C:18](=[O:22])[C:17]=2[CH:16]=[CH:15][CH:14]=1. (5) Given the reactants C([O-])([O-])=O.[K+].[K+].[O:7]=[C:8]1[CH:13]=[C:12]([NH:14][C:15](=[O:23])[CH2:16][C:17]2[CH:22]=[CH:21][CH:20]=[CH:19][CH:18]=2)[CH:11]=[CH:10][NH:9]1.[Br:24][CH2:25][CH:26]([F:30])[CH2:27][CH2:28]Br, predict the reaction product. The product is: [Br:24][CH2:25][CH:26]([F:30])[CH2:27][CH2:28][N:9]1[CH:10]=[CH:11][C:12]([NH:14][C:15](=[O:23])[CH2:16][C:17]2[CH:18]=[CH:19][CH:20]=[CH:21][CH:22]=2)=[CH:13][C:8]1=[O:7]. (6) Given the reactants [CH2:1]([C@H:8]1COC(=O)N1)[C:2]1[CH:7]=CC=C[CH:3]=1.[Li]CCCC.CCCCCC.[C:25](Cl)(=[O:29])/[CH:26]=[CH:27]/[CH3:28].C1C[O:34]CC1, predict the reaction product. The product is: [CH3:28][C@H:27]1[CH2:3][C@@H:2]([CH3:7])[CH2:1][CH2:8][C@@H:26]1[C:25]([OH:29])=[O:34]. (7) Given the reactants CC(N(C)C)=O.[CH3:7][C@H:8]1[CH2:13][CH2:12][CH2:11][C@@H:10]([CH3:14])[N:9]1[CH2:15][CH2:16][NH:17][C:18]([C@@H:20]1[CH2:25][CH2:24][CH2:23][CH2:22][NH:21]1)=[O:19].Cl[C:27]1[N:31](C(OC(C)(C)C)=O)[C:30]2[CH:39]=[CH:40][C:41]([C:43]([F:46])([F:45])[F:44])=[CH:42][C:29]=2[N:28]=1, predict the reaction product. The product is: [CH2:8]([NH:9][CH2:10][CH3:11])[CH3:7].[CH3:14][C@H:10]1[CH2:11][CH2:12][CH2:13][C@@H:8]([CH3:7])[N:9]1[CH2:15][CH2:16][NH:17][C:18]([C@@H:20]1[CH2:25][CH2:24][CH2:23][CH2:22][N:21]1[C:27]1[NH:28][C:29]2[CH:42]=[C:41]([C:43]([F:46])([F:45])[F:44])[CH:40]=[CH:39][C:30]=2[N:31]=1)=[O:19].